Dataset: Full USPTO retrosynthesis dataset with 1.9M reactions from patents (1976-2016). Task: Predict the reactants needed to synthesize the given product. (1) Given the product [C:15]1([C@@H:21]([CH2:28][C:29]2[CH:30]=[CH:31][C:32]([O:35][CH2:37][CH2:36][CH2:41][NH:1][C:9]([O:11][C:12]([CH3:13])([CH3:14])[CH3:55])=[O:10])=[CH:33][CH:34]=2)[CH2:22][C:23]([O:25][CH2:26][CH3:27])=[O:24])[CH:20]=[CH:19][CH:18]=[CH:17][CH:16]=1, predict the reactants needed to synthesize it. The reactants are: [N:1]([C:9]([O:11][CH:12]([CH3:14])[CH3:13])=[O:10])=[N:1][C:9]([O:11][CH:12]([CH3:14])[CH3:13])=[O:10].[C:15]1([C@@H:21]([CH2:28][C:29]2[CH:34]=[CH:33][C:32]([OH:35])=[CH:31][CH:30]=2)[CH2:22][C:23]([O:25][CH2:26][CH3:27])=[O:24])[CH:20]=[CH:19][CH:18]=[CH:17][CH:16]=1.[C:36]1(P(C2C=CC=CC=2)C2C=CC=CC=2)[CH:41]=CC=C[CH:37]=1.[CH2:55](Cl)Cl. (2) The reactants are: FC(F)(F)C(O)=O.C(OC([NH:15][CH2:16][CH2:17][C:18]([O:20][CH2:21][C:22]1[CH:27]=[C:26]([F:28])[C:25]([F:29])=[CH:24][C:23]=1[C:30]1[CH:31]=[C:32]2[C:37](=[CH:38][CH:39]=1)[N:36]=[C:35]([NH2:40])[N:34]=[C:33]2[C:41]([N:43]1[CH2:51][C:50]2[C:45](=[CH:46][CH:47]=[CH:48][CH:49]=2)[CH2:44]1)=[O:42])=[O:19])=O)(C)(C)C.CCCCCCC. Given the product [NH2:15][CH2:16][CH2:17][C:18]([O:20][CH2:21][C:22]1[CH:27]=[C:26]([F:28])[C:25]([F:29])=[CH:24][C:23]=1[C:30]1[CH:31]=[C:32]2[C:37](=[CH:38][CH:39]=1)[N:36]=[C:35]([NH2:40])[N:34]=[C:33]2[C:41]([N:43]1[CH2:44][C:45]2[C:50](=[CH:49][CH:48]=[CH:47][CH:46]=2)[CH2:51]1)=[O:42])=[O:19], predict the reactants needed to synthesize it. (3) Given the product [C:10]([N:13]1[C:21]2[C:16](=[CH:17][C:18]([C:3](=[O:4])[CH2:2][Br:1])=[CH:19][CH:20]=2)[CH2:15][CH2:14]1)(=[O:12])[CH3:11], predict the reactants needed to synthesize it. The reactants are: [Br:1][CH2:2][C:3](Br)=[O:4].[Cl-].[Al+3].[Cl-].[Cl-].[C:10]([N:13]1[C:21]2[C:16](=[CH:17][CH:18]=[CH:19][CH:20]=2)[CH2:15][CH2:14]1)(=[O:12])[CH3:11]. (4) Given the product [NH2:25][C:23]1[S:24][C:16]([C:17]([O:19][CH3:20])=[O:18])=[C:15]([C:14]2[N:10]([CH3:9])[N:11]=[CH:12][N:13]=2)[N:22]=1, predict the reactants needed to synthesize it. The reactants are: IN1C(=O)CCC1=O.[CH3:9][N:10]1[C:14]([C:15](=O)[CH2:16][C:17]([O:19][CH3:20])=[O:18])=[N:13][CH:12]=[N:11]1.[NH2:22][C:23]([NH2:25])=[S:24]. (5) Given the product [F:16][C:17]1[CH:24]=[CH:23][C:20]([CH2:21][NH:22][C:13]([C:11]2[S:12][C:3]3[N:4]([C:5](=[O:9])[NH:6][C:7](=[O:8])[C:2]=3[CH3:1])[CH:10]=2)=[O:15])=[CH:19][CH:18]=1, predict the reactants needed to synthesize it. The reactants are: [CH3:1][C:2]1[C:7](=[O:8])[NH:6][C:5](=[O:9])[N:4]2[CH:10]=[C:11]([C:13]([OH:15])=O)[S:12][C:3]=12.[F:16][C:17]1[CH:24]=[CH:23][C:20]([CH2:21][NH2:22])=[CH:19][CH:18]=1. (6) Given the product [CH2:1]([N:3]1[C:8]2[N:9]=[C:10]([NH:42][CH2:41][CH2:40][CH:37]3[CH2:38][CH2:39][N:34]([CH3:33])[CH2:35][CH2:36]3)[N:11]=[CH:12][C:7]=2[CH:6]=[C:5]([C:16]2[CH:21]=[CH:20][C:19]([S:22]([N:25]3[CH2:26][CH2:27][O:28][CH2:29][CH2:30]3)(=[O:24])=[O:23])=[CH:18][C:17]=2[CH3:31])[C:4]1=[O:32])[CH3:2], predict the reactants needed to synthesize it. The reactants are: [CH2:1]([N:3]1[C:8]2[N:9]=[C:10](S(C)=O)[N:11]=[CH:12][C:7]=2[CH:6]=[C:5]([C:16]2[CH:21]=[CH:20][C:19]([S:22]([N:25]3[CH2:30][CH2:29][O:28][CH2:27][CH2:26]3)(=[O:24])=[O:23])=[CH:18][C:17]=2[CH3:31])[C:4]1=[O:32])[CH3:2].[CH3:33][N:34]1[CH2:39][CH2:38][CH:37]([CH2:40][CH2:41][NH2:42])[CH2:36][CH2:35]1.CCN(C(C)C)C(C)C. (7) The reactants are: [CH2:1]([O:3][C:4](=[O:25])[C:5]([O:8][C:9]1[CH:14]=[CH:13][C:12]([O:15]CC2C=CC=CC=2)=[CH:11][C:10]=1[CH:23]=[O:24])([CH3:7])[CH3:6])[CH3:2].[H][H]. Given the product [CH2:1]([O:3][C:4](=[O:25])[C:5]([O:8][C:9]1[CH:14]=[CH:13][C:12]([OH:15])=[CH:11][C:10]=1[CH2:23][OH:24])([CH3:7])[CH3:6])[CH3:2], predict the reactants needed to synthesize it.